Predict which catalyst facilitates the given reaction. From a dataset of Catalyst prediction with 721,799 reactions and 888 catalyst types from USPTO. (1) Reactant: [NH2:1][C:2]1[N:3]=[CH:4][C:5]([C:18]2[CH:27]=[CH:26][C:21]([C:22]([O:24]C)=[O:23])=[CH:20][CH:19]=2)=[N:6][C:7]=1[NH:8][CH2:9][C:10]1[C:15]([Cl:16])=[CH:14][CH:13]=[CH:12][C:11]=1[Cl:17].C1COCC1.CO.O.[OH-].[Li+]. Product: [NH2:1][C:2]1[N:3]=[CH:4][C:5]([C:18]2[CH:19]=[CH:20][C:21]([C:22]([OH:24])=[O:23])=[CH:26][CH:27]=2)=[N:6][C:7]=1[NH:8][CH2:9][C:10]1[C:15]([Cl:16])=[CH:14][CH:13]=[CH:12][C:11]=1[Cl:17]. The catalyst class is: 6. (2) Reactant: [O:1]=[C:2]1[NH:6][CH:5]([CH2:7][CH2:8][C:9]([OH:11])=[O:10])[CH:4]([C:12]2[CH:17]=[CH:16][CH:15]=[CH:14][CH:13]=2)[CH2:3]1.[O:18]1[C:23]2[CH:24]=[CH:25][CH:26]=[C:27]([N:28]3[CH2:33][CH2:32][NH:31][CH2:30][CH2:29]3)[C:22]=2[O:21][CH2:20][CH2:19]1.Cl.[OH-].[Na+]. Product: [O:18]1[C:23]2[CH:24]=[CH:25][CH:26]=[C:27]([N:28]3[CH2:33][CH2:32][N:31]([C:2](=[O:1])[CH2:3][CH:4]([CH:5]4[NH:6][C:9](=[O:10])[CH2:8][CH2:7]4)[C:12]4[CH:17]=[CH:16][CH:15]=[CH:14][CH:13]=4)[CH2:30][CH2:29]3)[C:22]=2[O:21][CH2:20][CH2:19]1.[O:18]1[C:23]2[CH:24]=[CH:25][CH:26]=[C:27]([N:28]3[CH2:33][CH2:32][N:31]([C:9](=[O:11])[CH2:8][CH2:7][CH:5]4[NH:6][C:2](=[O:1])[CH2:3][CH:4]4[C:12]4[CH:17]=[CH:16][CH:15]=[CH:14][CH:13]=4)[CH2:30][CH2:29]3)[C:22]=2[O:21][CH2:20][CH2:19]1. The catalyst class is: 2.